This data is from CYP3A4 inhibition data for predicting drug metabolism from PubChem BioAssay. The task is: Regression/Classification. Given a drug SMILES string, predict its absorption, distribution, metabolism, or excretion properties. Task type varies by dataset: regression for continuous measurements (e.g., permeability, clearance, half-life) or binary classification for categorical outcomes (e.g., BBB penetration, CYP inhibition). Dataset: cyp3a4_veith. (1) The molecule is O=C(N/N=C/C=C/c1ccccc1)c1cc2c(ccc3ccccc32)o1. The result is 0 (non-inhibitor). (2) The compound is Cc1ccccc1-c1cc(-n2ccnc2)ncn1. The result is 1 (inhibitor). (3) The compound is CC1(C)CCC(C)(C)c2cc(C(=O)Nc3ccc(C(=O)O)cc3)ccc21. The result is 0 (non-inhibitor). (4) The molecule is CC(C)c1cc(F)cc2c1C[C@](CCN(C)CCCc1nc3ccccc3[nH]1)(OC(=O)C1CC1)CC2. The result is 1 (inhibitor). (5) The result is 0 (non-inhibitor). The compound is CC(=O)Nc1nc(NC(C)=O)c2[nH]c(CO)nc2n1. (6) The drug is Cn1nc(-c2ccccc2)c(C(=O)Nc2ccc(Cl)cc2)c1Cl. The result is 0 (non-inhibitor). (7) The molecule is N#C/C(=C\c1c[nH]c2ccccc12)C(=O)c1ccc(O)c(O)c1. The result is 1 (inhibitor).